From a dataset of HIV replication inhibition screening data with 41,000+ compounds from the AIDS Antiviral Screen. Binary Classification. Given a drug SMILES string, predict its activity (active/inactive) in a high-throughput screening assay against a specified biological target. (1) The molecule is O=C(O)CCC(NC(=O)c1ccc(Nc2nc3ccc(C(F)(F)F)cc3nc2C(=O)O)cc1)C(=O)O. The result is 0 (inactive). (2) The molecule is Cc1nn2c(=O)c([N+](=O)[O-])c(C=Cc3ccc(F)cc3)nc2s1. The result is 0 (inactive).